Dataset: Peptide-MHC class I binding affinity with 185,985 pairs from IEDB/IMGT. Task: Regression. Given a peptide amino acid sequence and an MHC pseudo amino acid sequence, predict their binding affinity value. This is MHC class I binding data. (1) The peptide sequence is SDYLELDFI. The MHC is Patr-B2401 with pseudo-sequence Patr-B2401. The binding affinity (normalized) is 0.817. (2) The peptide sequence is ILQDRIRMY. The MHC is HLA-B08:01 with pseudo-sequence HLA-B08:01. The binding affinity (normalized) is 0.0847.